The task is: Predict the reactants needed to synthesize the given product.. This data is from Full USPTO retrosynthesis dataset with 1.9M reactions from patents (1976-2016). (1) Given the product [C:1]([O:5][C:6]([NH:8][C@H:9]([C:30]([O:32][CH3:33])=[O:31])[CH2:10][C:11]1[CH:12]=[CH:13][C:14]([CH2:17][CH2:18][CH2:19][C:20]2[CH:21]=[CH:22][C:23]3[O:24][CH2:25][CH2:26][NH:27][C:28]=3[N:29]=2)=[CH:15][CH:16]=1)=[O:7])([CH3:4])([CH3:3])[CH3:2], predict the reactants needed to synthesize it. The reactants are: [C:1]([O:5][C:6]([NH:8][C@H:9]([C:30]([O:32][CH3:33])=[O:31])[CH2:10][C:11]1[CH:16]=[CH:15][C:14]([CH:17]=[CH:18][CH2:19][C:20]2[CH:21]=[CH:22][C:23]3[O:24][CH2:25][CH2:26][NH:27][C:28]=3[N:29]=2)=[CH:13][CH:12]=1)=[O:7])([CH3:4])([CH3:3])[CH3:2]. (2) Given the product [O:32]1[CH2:37][CH2:36][N:35]([CH2:38][CH2:39][NH:40][C:24]([C:19]2[C:18]3[C:22](=[CH:23][C:15]([C:12]4[CH:11]=[CH:10][C:9]([NH:8][C:6](=[O:7])[C:5]5[CH:27]=[CH:28][CH:29]=[C:3]([C:2]([F:30])([F:1])[F:31])[CH:4]=5)=[CH:14][CH:13]=4)=[CH:16][CH:17]=3)[NH:21][N:20]=2)=[O:26])[CH2:34][CH2:33]1, predict the reactants needed to synthesize it. The reactants are: [F:1][C:2]([F:31])([F:30])[C:3]1[CH:4]=[C:5]([CH:27]=[CH:28][CH:29]=1)[C:6]([NH:8][C:9]1[CH:14]=[CH:13][C:12]([C:15]2[CH:23]=[C:22]3[C:18]([C:19]([C:24]([OH:26])=O)=[N:20][NH:21]3)=[CH:17][CH:16]=2)=[CH:11][CH:10]=1)=[O:7].[O:32]1[CH2:37][CH2:36][N:35]([CH2:38][CH2:39][NH2:40])[CH2:34][CH2:33]1.C1C=CC2N(O)N=NC=2C=1.C(N(CC)CC)C.CCN=C=NCCCN(C)C.C(=O)(O)[O-].[Na+]. (3) Given the product [F:1][C:2]1[CH:7]=[CH:6][C:5]([S:8]([C:11]2[CH:12]=[CH:13][C:14]([CH:27]([CH3:29])[CH3:28])=[C:15]([S:17]([NH:20][CH:21]3[CH2:22][CH2:23][N:24]([C:39](=[S:40])[NH:38][CH2:37][CH2:36][N:35]4[CH2:34][CH2:33][O:32][CH2:31][CH2:30]4)[CH2:25][CH2:26]3)(=[O:18])=[O:19])[CH:16]=2)(=[O:9])=[O:10])=[CH:4][CH:3]=1, predict the reactants needed to synthesize it. The reactants are: [F:1][C:2]1[CH:7]=[CH:6][C:5]([S:8]([C:11]2[CH:12]=[CH:13][C:14]([CH:27]([CH3:29])[CH3:28])=[C:15]([S:17]([NH:20][CH:21]3[CH2:26][CH2:25][NH:24][CH2:23][CH2:22]3)(=[O:19])=[O:18])[CH:16]=2)(=[O:10])=[O:9])=[CH:4][CH:3]=1.[CH2:30]1[N:35]([CH2:36][CH2:37][N:38]=[C:39]=[S:40])[CH2:34][CH2:33][O:32][CH2:31]1.FC1C=CC(S(C2C=CC(C(C)C)=C(S(NC3CCN(C(NCC(OC)=O)=S)CC3)(=O)=O)C=2)(=O)=O)=CC=1. (4) Given the product [CH3:1][C:2]1([CH3:8])[CH2:4][C@@H:3]1[C:5]([NH:47][C:35]1[N:34]([C:32]2[O:31][N:30]=[C:29]([CH3:28])[CH:33]=2)[C:38]2[CH:39]=[C:40]([C:43]([F:46])([F:45])[F:44])[CH:41]=[CH:42][C:37]=2[N:36]=1)=[O:6], predict the reactants needed to synthesize it. The reactants are: [CH3:1][C:2]1([CH3:8])[CH2:4][C@@H:3]1[C:5](O)=[O:6].C(N(CC)CC)C.ClC1C=C(Cl)C=C(Cl)C=1C(Cl)=O.[CH3:28][C:29]1[CH:33]=[C:32]([N:34]2[C:38]3[CH:39]=[C:40]([C:43]([F:46])([F:45])[F:44])[CH:41]=[CH:42][C:37]=3[N:36]=[C:35]2[NH2:47])[O:31][N:30]=1. (5) Given the product [NH2:3][CH2:12][CH2:13][CH2:14][N:15]1[CH2:20][CH2:19][CH:18]([C:21]2[CH:22]=[C:23]([NH:27][C:28](=[O:32])[CH:29]([CH3:30])[CH3:31])[CH:24]=[CH:25][CH:26]=2)[CH2:17][CH2:16]1, predict the reactants needed to synthesize it. The reactants are: O=C1C2C(=CC=CC=2)C(=O)[N:3]1[CH2:12][CH2:13][CH2:14][N:15]1[CH2:20][CH2:19][CH:18]([C:21]2[CH:22]=[C:23]([NH:27][C:28](=[O:32])[CH:29]([CH3:31])[CH3:30])[CH:24]=[CH:25][CH:26]=2)[CH2:17][CH2:16]1.O.NN. (6) Given the product [Br:1][C:2]1[CH:3]=[N:4][C:5]([NH:17][C:18]2[CH:23]=[CH:22][C:21]([OH:24])=[C:20]([F:26])[CH:19]=2)=[C:6]([CH:16]=1)[C:7]([NH:9][C:10]1[CH:15]=[CH:14][CH:13]=[CH:12][CH:11]=1)=[O:8], predict the reactants needed to synthesize it. The reactants are: [Br:1][C:2]1[CH:3]=[N:4][C:5]([NH:17][C:18]2[CH:23]=[CH:22][C:21]([O:24]C)=[C:20]([F:26])[CH:19]=2)=[C:6]([CH:16]=1)[C:7]([NH:9][C:10]1[CH:15]=[CH:14][CH:13]=[CH:12][CH:11]=1)=[O:8].Br.